From a dataset of Forward reaction prediction with 1.9M reactions from USPTO patents (1976-2016). Predict the product of the given reaction. (1) The product is: [Br:1][C:2]([F:12])([F:11])[C:3]([F:10])([F:9])[CH2:4][CH3:5]. Given the reactants [Br:1][C:2]([F:12])([F:11])[C:3]([F:10])([F:9])[CH2:4][CH2:5]C(Cl)=O.N1C=CC=CC=1, predict the reaction product. (2) The product is: [CH3:29][C:26]1([CH3:30])[O:25][C@@H:24]([CH2:23][N:13]2[C:14](=[O:22])[CH:15]=[C:16]([NH:17][CH3:18])[N:11]([C:5]3[CH:6]=[CH:7][C:8]([I:10])=[CH:9][C:4]=3[F:3])[C:12]2=[O:31])[CH2:28][O:27]1. Given the reactants [BH4-].[Na+].[F:3][C:4]1[CH:9]=[C:8]([I:10])[CH:7]=[CH:6][C:5]=1[N:11]1[C:16](/[N:17]=[CH:18]/N(C)C)=[CH:15][C:14](=[O:22])[N:13]([CH2:23][C@H:24]2[CH2:28][O:27][C:26]([CH3:30])([CH3:29])[O:25]2)[C:12]1=[O:31].O, predict the reaction product.